From a dataset of Full USPTO retrosynthesis dataset with 1.9M reactions from patents (1976-2016). Predict the reactants needed to synthesize the given product. Given the product [Cl:32][C:29]1[CH:30]=[CH:31][C:26]([NH:1][CH2:2][C@@H:3]2[C@H:8]([CH3:9])[CH2:7][CH2:6][CH2:5][N:4]2[C:10]([C:12]2[C:17]([C:18]3[CH:23]=[CH:22][CH:21]=[CH:20][N:19]=3)=[CH:16][CH:15]=[C:14]([CH3:24])[N:13]=2)=[O:11])=[N:27][CH:28]=1, predict the reactants needed to synthesize it. The reactants are: [NH2:1][CH2:2][C@@H:3]1[C@H:8]([CH3:9])[CH2:7][CH2:6][CH2:5][N:4]1[C:10]([C:12]1[C:17]([C:18]2[CH:23]=[CH:22][CH:21]=[CH:20][N:19]=2)=[CH:16][CH:15]=[C:14]([CH3:24])[N:13]=1)=[O:11].Br[C:26]1[CH:31]=[CH:30][C:29]([Cl:32])=[CH:28][N:27]=1.